From a dataset of Reaction yield outcomes from USPTO patents with 853,638 reactions. Predict the reaction yield, written as a fraction of the theoretical maximum amount of product (1.0 means a 100% yield; for example, 0.34 means a 34% yield). (1) The reactants are [OH:1][C@@H:2]1[CH2:6][CH2:5][N:4]([C:7]([O:9][C:10]([CH3:13])([CH3:12])[CH3:11])=[O:8])[CH2:3]1.[H-].[Na+].Cl[C:17]1[CH:22]=[CH:21][C:20]([N+:23]([O-:25])=[O:24])=[CH:19][N:18]=1. The catalyst is C1COCC1. The product is [N+:23]([C:20]1[CH:21]=[CH:22][C:17]([O:1][C@@H:2]2[CH2:6][CH2:5][N:4]([C:7]([O:9][C:10]([CH3:13])([CH3:12])[CH3:11])=[O:8])[CH2:3]2)=[N:18][CH:19]=1)([O-:25])=[O:24]. The yield is 0.220. (2) The product is [C:9]([C:8]([CH3:12])([CH3:11])[C:5]1[CH:4]=[CH:3][C:2]([NH:1][C:19](=[O:20])[C:18]2[CH:22]=[CH:23][C:24]([O:25][CH2:26][CH3:27])=[C:16]([O:15][CH2:13][CH3:14])[CH:17]=2)=[CH:7][CH:6]=1)#[N:10]. The reactants are [NH2:1][C:2]1[CH:7]=[CH:6][C:5]([C:8]([CH3:12])([CH3:11])[C:9]#[N:10])=[CH:4][CH:3]=1.[CH2:13]([O:15][C:16]1[CH:17]=[C:18]([CH:22]=[CH:23][C:24]=1[O:25][CH2:26][CH3:27])[C:19](O)=[O:20])[CH3:14].C1C=CC2N(O)N=NC=2C=1.C(Cl)CCl. The catalyst is C(Cl)Cl. The yield is 0.120. (3) The reactants are BrC1N=C(C(=O)NC)C(NC2C(C(F)(F)F)=CN=C(NC3C=CC(CCP(=O)OCCCN4C=C(B5OC(C)(C)C(C)(C)O5)C=N4)=CC=3OC)N=2)=CC=1.[Br:54][C:55]1[N:60]=[C:59]([C:61](=[O:64])[NH:62][CH3:63])[C:58]([NH:65][C:66]2[C:71]([C:72]([F:75])([F:74])[F:73])=[CH:70][N:69]=[C:68]([NH:76][C:77]3[CH:87]=[CH:86][C:80]([CH2:81][CH2:82][PH:83](=[O:85])[OH:84])=[CH:79][C:78]=3[O:88][CH3:89])[N:67]=2)=[CH:57][CH:56]=1.[CH3:90][C:91]([CH3:109])([CH2:94][N:95]1[CH:99]=[C:98]([B:100]2[O:104][C:103]([CH3:106])([CH3:105])[C:102]([CH3:108])([CH3:107])[O:101]2)[CH:97]=[N:96]1)[CH2:92]O. No catalyst specified. The product is [Br:54][C:55]1[N:60]=[C:59]([C:61](=[O:64])[NH:62][CH3:63])[C:58]([NH:65][C:66]2[C:71]([C:72]([F:75])([F:73])[F:74])=[CH:70][N:69]=[C:68]([NH:76][C:77]3[CH:87]=[CH:86][C:80]([CH2:81][CH2:82][PH:83](=[O:84])[O:85][CH2:90][C:91]([CH3:109])([CH3:92])[CH2:94][N:95]4[CH:99]=[C:98]([B:100]5[O:104][C:103]([CH3:106])([CH3:105])[C:102]([CH3:108])([CH3:107])[O:101]5)[CH:97]=[N:96]4)=[CH:79][C:78]=3[O:88][CH3:89])[N:67]=2)=[CH:57][CH:56]=1. The yield is 0.190. (4) The reactants are [F:1][C:2]1[CH:7]=[CH:6][C:5]([CH:8]2[CH:17]([C:18]3[N:19]([CH3:23])[CH:20]=[CH:21][N:22]=3)[C:16](=[O:24])[C:15]3[C:14]([C:25]([O:27][CH2:28][CH3:29])=[O:26])=[CH:13][CH:12]=[CH:11][C:10]=3[NH:9]2)=[CH:4][CH:3]=1.[C:30](=O)([O-])[O-].[Cs+].[Cs+].IC.O. The catalyst is CN(C=O)C. The product is [F:1][C:2]1[CH:7]=[CH:6][C:5]([CH:8]2[C:17]([CH3:30])([C:18]3[N:19]([CH3:23])[CH:20]=[CH:21][N:22]=3)[C:16](=[O:24])[C:15]3[C:14]([C:25]([O:27][CH2:28][CH3:29])=[O:26])=[CH:13][CH:12]=[CH:11][C:10]=3[NH:9]2)=[CH:4][CH:3]=1. The yield is 0.900. (5) The reactants are [OH:1][N:2]1[C:6](=[O:7])[C@@H:5]([O:8][C:9](=[O:16])[C:10]2[CH:15]=[CH:14][CH:13]=[CH:12][CH:11]=2)[C@H:4]([O:17][C:18](=[O:25])[C:19]2[CH:24]=[CH:23][CH:22]=[CH:21][CH:20]=2)[C:3]1=[O:26].C(=O)(SC)O[O:29][CH:30]([O:34][C:35](=[O:39])[CH:36]([CH3:38])[CH3:37])[CH:31]([CH3:33])[CH3:32].[C:43](OO)(=[O:45])C. The catalyst is ClCCl.C(O)(=O)C. The product is [CH3:38][CH:36]([CH3:37])[C:35]([O:34][C@H:30]([O:29][C:43]([O:1][N:2]1[C:6](=[O:7])[C@@H:5]([O:8][C:9](=[O:16])[C:10]2[CH:11]=[CH:12][CH:13]=[CH:14][CH:15]=2)[C@H:4]([O:17][C:18](=[O:25])[C:19]2[CH:24]=[CH:23][CH:22]=[CH:21][CH:20]=2)[C:3]1=[O:26])=[O:45])[CH:31]([CH3:32])[CH3:33])=[O:39]. The yield is 0.250. (6) The reactants are [C:1]1([C:7]2[S:11][C:10]([NH:12][NH2:13])=[N:9][CH:8]=2)[CH:6]=[CH:5][CH:4]=[CH:3][CH:2]=1.[C:14](N1C=CN=C1)(N1C=CN=C1)=[S:15]. The catalyst is CN(C=O)C. The product is [C:1]1([C:7]2[S:11][C:10]3=[N:12][N:13]=[C:14]([SH:15])[N:9]3[CH:8]=2)[CH:2]=[CH:3][CH:4]=[CH:5][CH:6]=1. The yield is 0.414. (7) The yield is 0.690. The product is [F:38][C:35]1[CH:36]=[CH:37][C:32]2[N:33]([CH:39]=[C:30]([C:28]([NH:27][C@H:24]3[CH2:25][CH2:26][C@@H:21]([NH:20][C:7]([C:6]4[C:5]([NH:11][CH2:12][CH2:13][C:14]5[CH:19]=[CH:18][CH:17]=[CH:16][CH:15]=5)=[N:4][CH:3]=[C:2]([F:1])[CH:10]=4)=[O:9])[CH2:22][CH2:23]3)=[O:29])[N:31]=2)[CH:34]=1. The reactants are [F:1][C:2]1[CH:3]=[N:4][C:5]([NH:11][CH2:12][CH2:13][C:14]2[CH:19]=[CH:18][CH:17]=[CH:16][CH:15]=2)=[C:6]([CH:10]=1)[C:7]([OH:9])=O.[NH2:20][CH:21]1[CH2:26][CH2:25][CH:24]([NH:27][C:28]([C:30]2[N:31]=[C:32]3[CH:37]=[CH:36][C:35]([F:38])=[CH:34][N:33]3[CH:39]=2)=[O:29])[CH2:23][CH2:22]1. The catalyst is C(#N)C.